From a dataset of Peptide-MHC class II binding affinity with 134,281 pairs from IEDB. Regression. Given a peptide amino acid sequence and an MHC pseudo amino acid sequence, predict their binding affinity value. This is MHC class II binding data. (1) The binding affinity (normalized) is 0.782. The peptide sequence is ENKYFAATQFEPLAA. The MHC is HLA-DPA10103-DPB10601 with pseudo-sequence HLA-DPA10103-DPB10601. (2) The peptide sequence is GWLSCLSITWTLIKNMEK. The MHC is DRB1_0301 with pseudo-sequence DRB1_0301. The binding affinity (normalized) is 0.0756. (3) The peptide sequence is PICPGYRWMCLRRFIIFL. The MHC is HLA-DPA10201-DPB10101 with pseudo-sequence HLA-DPA10201-DPB10101. The binding affinity (normalized) is 0.500. (4) The peptide sequence is LIWVGINTRNMTMSM. The MHC is DRB1_1101 with pseudo-sequence DRB1_1101. The binding affinity (normalized) is 0.453. (5) The peptide sequence is FGTMPSLTLACLTKQ. The MHC is H-2-IAb with pseudo-sequence H-2-IAb. The binding affinity (normalized) is 0.123. (6) The peptide sequence is VVKVQRPTPKGTVMDII. The MHC is DRB1_0901 with pseudo-sequence DRB1_0901. The binding affinity (normalized) is 0.124. (7) The peptide sequence is NPKFENIAEGLRALLARSHVERTTDE. The MHC is DRB3_0101 with pseudo-sequence DRB3_0101. The binding affinity (normalized) is 0. (8) The peptide sequence is VDIINRWQVVAPQLP. The binding affinity (normalized) is 0.536. The MHC is HLA-DPA10103-DPB10201 with pseudo-sequence HLA-DPA10103-DPB10201.